Dataset: Catalyst prediction with 721,799 reactions and 888 catalyst types from USPTO. Task: Predict which catalyst facilitates the given reaction. (1) Reactant: [CH2:1]([C@H:4]1[O:6][C@@H:5]1[C:7]([O:9]C)=O)[CH2:2][CH3:3].C(O)C.[CH:14]1([NH2:17])[CH2:16][CH2:15]1. Product: [CH:14]1([NH:17][C:7]([C@@H:5]2[C@@H:4]([CH2:1][CH2:2][CH3:3])[O:6]2)=[O:9])[CH2:16][CH2:15]1. The catalyst class is: 13. (2) Reactant: C([O:8][C:9]1[CH:21]=[CH:20][C:19]([O:22][C:23]2[C:31]([CH3:32])=[CH:30][C:29]([N+:33]([O-])=O)=[C:28]3[C:24]=2[CH2:25][CH2:26][CH2:27]3)=[CH:18][C:10]=1[CH:11]=[C:12]1[CH2:17][CH2:16][O:15][CH2:14][CH2:13]1)C1C=CC=CC=1.[H][H]. Product: [NH2:33][C:29]1[CH:30]=[C:31]([CH3:32])[C:23]([O:22][C:19]2[CH:20]=[CH:21][C:9]([OH:8])=[C:10]([CH2:11][CH:12]3[CH2:17][CH2:16][O:15][CH2:14][CH2:13]3)[CH:18]=2)=[C:24]2[C:28]=1[CH2:27][CH2:26][CH2:25]2. The catalyst class is: 696. (3) The catalyst class is: 18. Product: [N:26]([C:29]1[CH:34]=[CH:33][C:32]([CH2:35][N:5]([C:6]([O:8][C:9]([CH3:12])([CH3:11])[CH3:10])=[O:7])[N:4]([CH2:1][C:2]#[CH:3])[C:13]([O:15][C:16]([CH3:17])([CH3:18])[CH3:19])=[O:14])=[CH:31][CH:30]=1)=[N+:27]=[N-:28]. Reactant: [CH2:1]([N:4]([C:13]([O:15][C:16]([CH3:19])([CH3:18])[CH3:17])=[O:14])[NH:5][C:6]([O:8][C:9]([CH3:12])([CH3:11])[CH3:10])=[O:7])[C:2]#[CH:3].C(=O)([O-])[O-].[Cs+].[Cs+].[N:26]([C:29]1[CH:34]=[CH:33][C:32]([CH2:35]Br)=[CH:31][CH:30]=1)=[N+:27]=[N-:28]. (4) Reactant: [C:1]([C:3]1[N:4]=[C:5]([C:8]([NH:10][C:11]2[CH:12]=[CH:13][C:14]([CH:25]3[CH2:30][C:29]([CH3:32])([CH3:31])[O:28][C:27]([CH3:40])([C:33]([O:35]CCCC)=[O:34])[CH2:26]3)=[N:15][C:16]=2[C:17]2[CH2:22][CH2:21][C:20]([CH3:24])([CH3:23])[CH2:19][CH:18]=2)=[O:9])[NH:6][CH:7]=1)#[N:2].[OH-].[Li+].Cl. Product: [C:1]([C:3]1[N:4]=[C:5]([C:8]([NH:10][C:11]2[CH:12]=[CH:13][C:14]([CH:25]3[CH2:30][C:29]([CH3:31])([CH3:32])[O:28][C:27]([CH3:40])([C:33]([OH:35])=[O:34])[CH2:26]3)=[N:15][C:16]=2[C:17]2[CH2:22][CH2:21][C:20]([CH3:23])([CH3:24])[CH2:19][CH:18]=2)=[O:9])[NH:6][CH:7]=1)#[N:2]. The catalyst class is: 20. (5) Reactant: [C:1]1([C:5]([OH:7])=[O:6])[CH2:4][CH2:3][CH:2]=1.C(Cl)(=O)C(Cl)=O.[F:14][C:15]1[C:20]([F:21])=[C:19]([F:22])[C:18]([F:23])=[C:17]([F:24])[C:16]=1O.C(N(CC)CC)C.C1(C(Cl)=O)CCC=1. Product: [C:1]1([C:5]([O:7][C:16]2[C:17]([F:24])=[C:18]([F:23])[C:19]([F:22])=[C:20]([F:21])[C:15]=2[F:14])=[O:6])[CH2:4][CH2:3][CH:2]=1. The catalyst class is: 2. (6) Reactant: [CH3:1][N:2]1[C:6]2=[N:7][C:8]([N:11]3C(=O)C4C(=CC=CC=4)C3=O)=[CH:9][CH:10]=[C:5]2[CH:4]=[CH:3]1.NN. Product: [CH3:1][N:2]1[C:6]2=[N:7][C:8]([NH2:11])=[CH:9][CH:10]=[C:5]2[CH:4]=[CH:3]1. The catalyst class is: 8. (7) Reactant: [NH2:1][C:2]1[CH:7]=[CH:6][CH:5]=[CH:4][C:3]=1[S:8]([NH:11][C:12]1[CH:13]=[N:14][C:15]([O:20][CH3:21])=[C:16]([O:18][CH3:19])[CH:17]=1)(=[O:10])=[O:9].[C:22](N1C=CN=C1)(N1C=CN=C1)=[O:23].C(N(CC)CC)C. Product: [CH3:19][O:18][C:16]1[CH:17]=[C:12]([N:11]2[C:22](=[O:23])[NH:1][C:2]3[CH:7]=[CH:6][CH:5]=[CH:4][C:3]=3[S:8]2(=[O:10])=[O:9])[CH:13]=[N:14][C:15]=1[O:20][CH3:21]. The catalyst class is: 3. (8) Reactant: Cl[CH2:2][CH2:3][N:4]1[CH:8]=[C:7]([I:9])[N:6]=[CH:5]1.[CH3:10][O:11][CH2:12][CH2:13][NH2:14]. Product: [I:9][C:7]1[N:6]=[CH:5][N:4]([CH2:3][CH2:2][NH:14][CH2:13][CH2:12][O:11][CH3:10])[CH:8]=1. The catalyst class is: 58. (9) Reactant: C([O-])(=O)C.[Na+].[C:6]([O:12]C)(=[O:11])[CH2:7][C:8]([CH3:10])=O.C[N:15]([CH:17]([O:20]C)[O:18][CH3:19])C.Cl.[C:23]([NH:27][NH2:28])([CH3:26])([CH3:25])[CH3:24]. Product: [C:23]([N:27]1[C:8]([CH3:10])=[C:7]([C:6]([OH:12])=[O:11])[CH:17]=[N:15]1)([CH3:26])([CH3:25])[CH3:24].[C:23]([N:27]1[C:8]([CH3:10])=[C:7]([C:17]([O:18][CH3:19])=[O:20])[CH:6]=[N:28]1)([CH3:26])([CH3:25])[CH3:24]. The catalyst class is: 66.